This data is from Forward reaction prediction with 1.9M reactions from USPTO patents (1976-2016). The task is: Predict the product of the given reaction. (1) Given the reactants [CH3:1][CH:2]([C:8]([O:10]CC)=O)[C:3]([O:5][CH2:6][CH3:7])=[O:4].[Cl:13][C:14]1[CH:20]=[CH:19][C:17]([NH2:18])=[CH:16][C:15]=1[O:21][CH3:22], predict the reaction product. The product is: [Cl:13][C:14]1[CH:20]=[CH:19][C:17]([NH:18][C:8](=[O:10])[CH:2]([CH3:1])[C:3]([O:5][CH2:6][CH3:7])=[O:4])=[CH:16][C:15]=1[O:21][CH3:22]. (2) Given the reactants [NH2:1][C@H:2]1[CH2:7][CH2:6][C@H:5]([NH:8][C:9]2[CH:10]=[C:11]([NH:27][CH:28]3[CH2:31][N:30](C(OC(C)(C)C)=O)[CH2:29]3)[C:12]3[N:13]([C:15]([C:18](=[O:26])[NH:19][C:20]4[CH:25]=[CH:24][N:23]=[CH:22][CH:21]=4)=[CH:16][N:17]=3)[N:14]=2)[CH2:4][CH2:3]1.C(O)(C(F)(F)F)=O, predict the reaction product. The product is: [NH2:1][C@H:2]1[CH2:7][CH2:6][C@H:5]([NH:8][C:9]2[CH:10]=[C:11]([NH:27][CH:28]3[CH2:31][NH:30][CH2:29]3)[C:12]3[N:13]([C:15]([C:18]([NH:19][C:20]4[CH:25]=[CH:24][N:23]=[CH:22][CH:21]=4)=[O:26])=[CH:16][N:17]=3)[N:14]=2)[CH2:4][CH2:3]1. (3) The product is: [ClH:1].[NH2:8][CH2:9][C:10]1[CH:11]=[CH:12][C:13]([CH2:16][O:17][C:18]2[CH:23]=[CH:22][C:21]([C:24](=[O:29])[CH2:25][CH:26]([CH3:28])[CH3:27])=[C:20]([OH:30])[C:19]=2[C:31]([F:32])([F:33])[F:34])=[CH:14][CH:15]=1. Given the reactants [ClH:1].C(OC(=O)[NH:8][CH2:9][C:10]1[CH:15]=[CH:14][C:13]([CH2:16][O:17][C:18]2[CH:23]=[CH:22][C:21]([C:24](=[O:29])[CH2:25][CH:26]([CH3:28])[CH3:27])=[C:20]([OH:30])[C:19]=2[C:31]([F:34])([F:33])[F:32])=[CH:12][CH:11]=1)(C)(C)C, predict the reaction product. (4) Given the reactants C(O[K])(C)(C)C.[CH2:7]([O:9][C:10]([CH2:12][CH2:13][N:14]1[CH2:19][CH2:18][CH2:17][CH:16]([C:20]([O:22]CC)=O)[CH2:15]1)=[O:11])[CH3:8].CCO, predict the reaction product. The product is: [CH2:7]([O:9][C:10]([C:12]1[CH2:13][N:14]2[CH2:15][CH:16]([C:20]=1[OH:22])[CH2:17][CH2:18][CH2:19]2)=[O:11])[CH3:8]. (5) Given the reactants Cl.Cl[CH2:3][CH2:4][N:5]1[CH2:10][CH2:9][O:8][CH2:7][CH2:6]1.[OH-].[K+].[C:13](=[N:26][OH:27])([C:20]1[CH:25]=[CH:24][CH:23]=[CH:22][CH:21]=1)[C:14]1[CH:19]=[CH:18][CH:17]=[CH:16][CH:15]=1, predict the reaction product. The product is: [N:5]1([CH2:4][CH2:3][O:27][N:26]=[C:13]([C:14]2[CH:19]=[CH:18][CH:17]=[CH:16][CH:15]=2)[C:20]2[CH:25]=[CH:24][CH:23]=[CH:22][CH:21]=2)[CH2:10][CH2:9][O:8][CH2:7][CH2:6]1. (6) The product is: [NH2:15][C:14]1[C:9]([N:8]([CH2:29][C:30]2[CH:35]=[CH:34][CH:33]=[CH:32][CH:31]=2)[CH2:1][C:2]2[CH:7]=[CH:6][CH:5]=[CH:4][CH:3]=2)=[N:10][C:11]([CH3:28])=[C:12]([CH3:27])[C:13]=1[NH:18][NH:19][C:20]([O:22][C:23]([CH3:26])([CH3:25])[CH3:24])=[O:21]. Given the reactants [CH2:1]([N:8]([CH2:29][C:30]1[CH:35]=[CH:34][CH:33]=[CH:32][CH:31]=1)[C:9]1[C:14]([N+:15]([O-])=O)=[C:13]([NH:18][NH:19][C:20]([O:22][C:23]([CH3:26])([CH3:25])[CH3:24])=[O:21])[C:12]([CH3:27])=[C:11]([CH3:28])[N:10]=1)[C:2]1[CH:7]=[CH:6][CH:5]=[CH:4][CH:3]=1, predict the reaction product.